The task is: Predict the reactants needed to synthesize the given product.. This data is from Full USPTO retrosynthesis dataset with 1.9M reactions from patents (1976-2016). (1) Given the product [I:1][C:2]1[N:6]([CH2:10][C:11]2[CH:16]=[CH:15][C:14]([O:17][CH3:18])=[CH:13][CH:12]=2)[N:5]=[CH:4][CH:3]=1, predict the reactants needed to synthesize it. The reactants are: [I:1][C:2]1[NH:6][N:5]=[CH:4][CH:3]=1.[H-].[Na+].Br[CH2:10][C:11]1[CH:16]=[CH:15][C:14]([O:17][CH3:18])=[CH:13][CH:12]=1. (2) Given the product [NH2:1][C:2]1[C:7]([F:8])=[C:6]([CH:15]=[CH2:16])[N:5]=[C:4]([C:10]([O:12][CH3:13])=[O:11])[C:3]=1[Cl:14], predict the reactants needed to synthesize it. The reactants are: [NH2:1][C:2]1[C:7]([F:8])=[C:6](Cl)[N:5]=[C:4]([C:10]([O:12][CH3:13])=[O:11])[C:3]=1[Cl:14].[CH:15]([Sn](CCCC)(CCCC)CCCC)=[CH2:16]. (3) Given the product [F:1][C:2]1[CH:3]=[C:4]([NH2:42])[CH:5]=[C:6]2[C:10]=1[N:9]([C:11]([C:18]1[CH:23]=[CH:22][CH:21]=[CH:20][CH:19]=1)([C:24]1[CH:25]=[CH:26][CH:27]=[CH:28][CH:29]=1)[C:12]1[CH:13]=[CH:14][CH:15]=[CH:16][CH:17]=1)[N:8]=[C:7]2[C:30]1[CH:35]=[CH:34][CH:33]=[C:32]([F:36])[CH:31]=1, predict the reactants needed to synthesize it. The reactants are: [F:1][C:2]1[CH:3]=[C:4](C(O)=O)[CH:5]=[C:6]2[C:10]=1[N:9]([C:11]([C:24]1[CH:29]=[CH:28][CH:27]=[CH:26][CH:25]=1)([C:18]1[CH:23]=[CH:22][CH:21]=[CH:20][CH:19]=1)[C:12]1[CH:17]=[CH:16][CH:15]=[CH:14][CH:13]=1)[N:8]=[C:7]2[C:30]1[CH:35]=[CH:34][CH:33]=[C:32]([F:36])[CH:31]=1.C([N:42](CC)CC)C.C1(P(N=[N+]=[N-])(C2C=CC=CC=2)=O)C=CC=CC=1.C(O)C1C=CC=CC=1. (4) Given the product [F:1][C:2]1[CH:27]=[C:26]([NH2:28])[CH:25]=[CH:24][C:3]=1[O:4][C:5]1[C:10]2=[C:11]([CH3:23])[C:12]([O:14][CH2:15][CH2:16][N:17]3[CH2:18][CH2:19][O:20][CH2:21][CH2:22]3)=[CH:13][N:9]2[N:8]=[CH:7][N:6]=1, predict the reactants needed to synthesize it. The reactants are: [F:1][C:2]1[CH:27]=[C:26]([N+:28]([O-])=O)[CH:25]=[CH:24][C:3]=1[O:4][C:5]1[C:10]2=[C:11]([CH3:23])[C:12]([O:14][CH2:15][CH2:16][N:17]3[CH2:22][CH2:21][O:20][CH2:19][CH2:18]3)=[CH:13][N:9]2[N:8]=[CH:7][N:6]=1.